Dataset: CYP2C9 substrate classification data from Carbon-Mangels et al.. Task: Regression/Classification. Given a drug SMILES string, predict its absorption, distribution, metabolism, or excretion properties. Task type varies by dataset: regression for continuous measurements (e.g., permeability, clearance, half-life) or binary classification for categorical outcomes (e.g., BBB penetration, CYP inhibition). Dataset: cyp2c9_substrate_carbonmangels. (1) The drug is CC(=O)[C@H]1CC[C@H]2[C@@H]3CC=C4C[C@@H](O)CC[C@]4(C)[C@H]3CC[C@]12C. The result is 0 (non-substrate). (2) The molecule is CN(C)S(=O)(=O)CCNC(=O)N(CCCl)N=O. The result is 1 (substrate).